Dataset: Full USPTO retrosynthesis dataset with 1.9M reactions from patents (1976-2016). Task: Predict the reactants needed to synthesize the given product. (1) Given the product [F:16][C:13]([F:14])([F:15])[C:9]1[CH:10]=[C:11]2[C:2](=[C:3]([C:4]([O:6][CH3:7])=[O:5])[CH:8]=1)[NH:1][N:29]=[CH:12]2, predict the reactants needed to synthesize it. The reactants are: [NH2:1][C:2]1[C:11]([CH3:12])=[CH:10][C:9]([C:13]([F:16])([F:15])[F:14])=[CH:8][C:3]=1[C:4]([O:6][CH3:7])=[O:5].C(OC(=O)C)(=O)C.C([O-])(=O)C.[K+].[N:29](OCCC(C)C)=O. (2) Given the product [F:1][C:2]1[CH:3]=[C:4]([CH:10]=[C:11]([F:13])[CH:12]=1)[O:5][CH2:6][CH2:7][N:8]([CH3:9])[CH2:15][CH2:16][CH2:17][N:18]1[C:26](=[O:27])[C:25]2[C:20](=[CH:21][CH:22]=[CH:23][CH:24]=2)[C:19]1=[O:28], predict the reactants needed to synthesize it. The reactants are: [F:1][C:2]1[CH:3]=[C:4]([CH:10]=[C:11]([F:13])[CH:12]=1)[O:5][CH2:6][CH2:7][NH:8][CH3:9].Br[CH2:15][CH2:16][CH2:17][N:18]1[C:26](=[O:27])[C:25]2[C:20](=[CH:21][CH:22]=[CH:23][CH:24]=2)[C:19]1=[O:28].[F-].[K+].